Dataset: Forward reaction prediction with 1.9M reactions from USPTO patents (1976-2016). Task: Predict the product of the given reaction. (1) Given the reactants [Cl:1][C:2]1[CH:6]=[CH:5][NH:4][C:3]=1[C:7]([O:9]C)=[O:8].O[Li].O, predict the reaction product. The product is: [Cl:1][C:2]1[CH:6]=[CH:5][NH:4][C:3]=1[C:7]([OH:9])=[O:8]. (2) Given the reactants [Si]([O:18][CH2:19][C@@H:20]([N:51]([CH2:64][CH2:65][CH:66]([CH3:68])[CH3:67])[S:52]([C:55]1[CH:60]=[CH:59][C:58]([N+:61]([O-:63])=[O:62])=[CH:57][CH:56]=1)(=[O:54])=[O:53])[CH2:21][CH2:22][C:23]1[CH:28]=[CH:27][CH:26]=[CH:25][C:24]=1[NH:29][C:30](=[O:50])[C@H:31]([CH:37]([C:44]1[CH:49]=[CH:48][CH:47]=[CH:46][CH:45]=1)[C:38]1[CH:43]=[CH:42][CH:41]=[CH:40][CH:39]=1)[NH:32][C:33]([O:35][CH3:36])=[O:34])(C(C)(C)C)(C1C=CC=CC=1)C1C=CC=CC=1.N1C=CC=CC=1, predict the reaction product. The product is: [OH:18][CH2:19][C@@H:20]([N:51]([CH2:64][CH2:65][CH:66]([CH3:68])[CH3:67])[S:52]([C:55]1[CH:56]=[CH:57][C:58]([N+:61]([O-:63])=[O:62])=[CH:59][CH:60]=1)(=[O:53])=[O:54])[CH2:21][CH2:22][C:23]1[CH:28]=[CH:27][CH:26]=[CH:25][C:24]=1[NH:29][C:30](=[O:50])[C@H:31]([CH:37]([C:38]1[CH:43]=[CH:42][CH:41]=[CH:40][CH:39]=1)[C:44]1[CH:49]=[CH:48][CH:47]=[CH:46][CH:45]=1)[NH:32][C:33]([O:35][CH3:36])=[O:34].